This data is from NCI-60 drug combinations with 297,098 pairs across 59 cell lines. The task is: Regression. Given two drug SMILES strings and cell line genomic features, predict the synergy score measuring deviation from expected non-interaction effect. (1) Drug 1: CC1=C2C(C(=O)C3(C(CC4C(C3C(C(C2(C)C)(CC1OC(=O)C(C(C5=CC=CC=C5)NC(=O)OC(C)(C)C)O)O)OC(=O)C6=CC=CC=C6)(CO4)OC(=O)C)OC)C)OC. Drug 2: C1CN(P(=O)(OC1)NCCCl)CCCl. Cell line: OVCAR-5. Synergy scores: CSS=42.2, Synergy_ZIP=5.33, Synergy_Bliss=-2.07, Synergy_Loewe=-32.5, Synergy_HSA=-1.33. (2) Drug 1: C1C(C(OC1N2C=NC3=C(N=C(N=C32)Cl)N)CO)O. Drug 2: CC1CCC2CC(C(=CC=CC=CC(CC(C(=O)C(C(C(=CC(C(=O)CC(OC(=O)C3CCCCN3C(=O)C(=O)C1(O2)O)C(C)CC4CCC(C(C4)OC)OCCO)C)C)O)OC)C)C)C)OC. Cell line: COLO 205. Synergy scores: CSS=41.8, Synergy_ZIP=0.175, Synergy_Bliss=1.35, Synergy_Loewe=-8.58, Synergy_HSA=0.582. (3) Drug 1: COC1=NC(=NC2=C1N=CN2C3C(C(C(O3)CO)O)O)N. Drug 2: COCCOC1=C(C=C2C(=C1)C(=NC=N2)NC3=CC=CC(=C3)C#C)OCCOC.Cl. Cell line: HOP-62. Synergy scores: CSS=17.4, Synergy_ZIP=-1.69, Synergy_Bliss=5.14, Synergy_Loewe=1.70, Synergy_HSA=3.55. (4) Drug 1: CC1=C2C(C(=O)C3(C(CC4C(C3C(C(C2(C)C)(CC1OC(=O)C(C(C5=CC=CC=C5)NC(=O)C6=CC=CC=C6)O)O)OC(=O)C7=CC=CC=C7)(CO4)OC(=O)C)O)C)OC(=O)C. Drug 2: C1CC(=O)NC(=O)C1N2C(=O)C3=CC=CC=C3C2=O. Cell line: OVCAR-4. Synergy scores: CSS=22.8, Synergy_ZIP=-3.89, Synergy_Bliss=-1.08, Synergy_Loewe=-22.0, Synergy_HSA=-0.606. (5) Drug 1: CC(CN1CC(=O)NC(=O)C1)N2CC(=O)NC(=O)C2. Drug 2: CCC1(CC2CC(C3=C(CCN(C2)C1)C4=CC=CC=C4N3)(C5=C(C=C6C(=C5)C78CCN9C7C(C=CC9)(C(C(C8N6C=O)(C(=O)OC)O)OC(=O)C)CC)OC)C(=O)OC)O.OS(=O)(=O)O. Cell line: SK-MEL-2. Synergy scores: CSS=37.2, Synergy_ZIP=-3.97, Synergy_Bliss=-0.384, Synergy_Loewe=-20.6, Synergy_HSA=1.20. (6) Drug 1: C1C(C(OC1N2C=NC3=C(N=C(N=C32)Cl)N)CO)O. Drug 2: C(CN)CNCCSP(=O)(O)O. Cell line: MOLT-4. Synergy scores: CSS=88.1, Synergy_ZIP=10.7, Synergy_Bliss=10.4, Synergy_Loewe=-0.123, Synergy_HSA=10.8.